This data is from Full USPTO retrosynthesis dataset with 1.9M reactions from patents (1976-2016). The task is: Predict the reactants needed to synthesize the given product. (1) The reactants are: Br[C:2]1[CH:3]=[C:4]([C:8]2[N:13]([CH2:14][C:15]3[CH:20]=[CH:19][C:18]([CH3:21])=[CH:17][C:16]=3[CH3:22])[C:12](=[O:23])[C:11]([C:24]#[N:25])=[C:10]([C:26]([F:29])([F:28])[F:27])[CH:9]=2)[CH:5]=[CH:6][CH:7]=1.C([O-])([O-])=O.[K+].[K+].[NH2:36][C:37]([C:39]1[CH:44]=[CH:43][C:42](B(O)O)=[CH:41][CH:40]=1)=[O:38].COCCOC. Given the product [C:24]([C:11]1[C:12](=[O:23])[N:13]([CH2:14][C:15]2[CH:20]=[CH:19][C:18]([CH3:21])=[CH:17][C:16]=2[CH3:22])[C:8]([C:4]2[CH:3]=[C:2]([C:42]3[CH:43]=[CH:44][C:39]([C:37]([NH2:36])=[O:38])=[CH:40][CH:41]=3)[CH:7]=[CH:6][CH:5]=2)=[CH:9][C:10]=1[C:26]([F:27])([F:29])[F:28])#[N:25], predict the reactants needed to synthesize it. (2) Given the product [CH3:31][S:32]([N:21]1[CH2:20][C:19]2[C:18]3[C:17]([O:16][CH:13]4[CH2:12][CH2:11][CH:10]([N:9]([CH3:30])[CH3:8])[CH2:15][CH2:14]4)=[N:29][CH:28]=[N:27][C:26]=3[S:25][C:24]=2[CH2:23][CH2:22]1)(=[O:34])=[O:33], predict the reactants needed to synthesize it. The reactants are: FC(F)(F)C(O)=O.[CH3:8][N:9]([CH3:30])[CH:10]1[CH2:15][CH2:14][CH:13]([O:16][C:17]2[C:18]3[C:19]4[CH2:20][NH:21][CH2:22][CH2:23][C:24]=4[S:25][C:26]=3[N:27]=[CH:28][N:29]=2)[CH2:12][CH2:11]1.[CH3:31][S:32](Cl)(=[O:34])=[O:33]. (3) Given the product [N:17]1([CH2:23][C:24]2[CH:25]=[C:26]([C@@H:27]3[NH:3][CH:4]([C:7]([OH:9])=[O:8])[CH2:5][S:6]3)[CH:29]=[CH:30][CH:31]=2)[CH2:18][CH2:19][O:20][CH2:21][CH2:22]1, predict the reactants needed to synthesize it. The reactants are: O.Cl.[NH2:3][C@H:4]([C:7]([OH:9])=[O:8])[CH2:5][SH:6].C([O-])(=O)C.[K+].CO.[N:17]1([CH2:23][C:24]2[CH:25]=[C:26]([CH:29]=[CH:30][CH:31]=2)[CH:27]=O)[CH2:22][CH2:21][O:20][CH2:19][CH2:18]1. (4) Given the product [CH:1]1([C:4]([NH:6][C:7]2[S:8][C:9]3[C:15]([C:16]([OH:18])=[O:17])=[C:14]([O:20][C:21]4[CH:26]=[CH:25][C:24]([F:27])=[C:23]([NH:28][C:29](=[O:41])[CH2:30][C:31]5[CH:36]=[CH:35][CH:34]=[C:33]([C:37]([F:40])([F:39])[F:38])[CH:32]=5)[CH:22]=4)[CH:13]=[CH:12][C:10]=3[N:11]=2)=[O:5])[CH2:3][CH2:2]1, predict the reactants needed to synthesize it. The reactants are: [CH:1]1([C:4]([NH:6][C:7]2[S:8][C:9]3[C:15]([C:16]([O:18]C)=[O:17])=[C:14]([O:20][C:21]4[CH:26]=[CH:25][C:24]([F:27])=[C:23]([NH:28][C:29](=[O:41])[CH2:30][C:31]5[CH:36]=[CH:35][CH:34]=[C:33]([C:37]([F:40])([F:39])[F:38])[CH:32]=5)[CH:22]=4)[CH:13]=[CH:12][C:10]=3[N:11]=2)=[O:5])[CH2:3][CH2:2]1.CO.O.[OH-].[Li+].Cl. (5) Given the product [CH3:23][O:22][C:8]1[C:9]2[N:10]([CH3:21])[C:11]3[C:16](=[CH:15][C:14]([N+:18]([O-:20])=[O:19])=[CH:13][CH:12]=3)[C:17]=2[C:5]([C:3]([OH:4])=[O:2])=[CH:6][CH:7]=1, predict the reactants needed to synthesize it. The reactants are: C[O:2][C:3]([C:5]1[C:17]2[C:16]3[C:11](=[CH:12][CH:13]=[C:14]([N+:18]([O-:20])=[O:19])[CH:15]=3)[N:10]([CH3:21])[C:9]=2[C:8]([O:22][CH3:23])=[CH:7][CH:6]=1)=[O:4].[OH-].[Na+]. (6) Given the product [C:5]([C:7]1[CH:8]=[CH:9][C:10]([NH:13][C:14](=[O:20])[CH2:15][CH2:16][C:17]([O:19][CH2:5][CH2:7][CH2:8][CH3:9])=[O:18])=[N:11][CH:12]=1)#[N:6], predict the reactants needed to synthesize it. The reactants are: S(Cl)(Cl)=O.[C:5]([C:7]1[CH:8]=[CH:9][C:10]([NH:13][C:14](=[O:20])[CH2:15][CH2:16][C:17]([OH:19])=[O:18])=[N:11][CH:12]=1)#[N:6]. (7) Given the product [CH3:1][O:2][C:3]([C:5]1[C:10]([N:11]([C:19]([O:21][C:22]([CH3:25])([CH3:24])[CH3:23])=[O:20])[C:12]([O:14][C:15]([CH3:16])([CH3:18])[CH3:17])=[O:13])=[N:9][C:8]([CH:26]=[O:29])=[CH:7][N:6]=1)=[O:4], predict the reactants needed to synthesize it. The reactants are: [CH3:1][O:2][C:3]([C:5]1[C:10]([N:11]([C:19]([O:21][C:22]([CH3:25])([CH3:24])[CH3:23])=[O:20])[C:12]([O:14][C:15]([CH3:18])([CH3:17])[CH3:16])=[O:13])=[N:9][C:8]([CH:26]=C)=[CH:7][N:6]=1)=[O:4].C(=O)(O)[O-:29].[Na+].CSC. (8) Given the product [N+:1]([C:4]1[CH:5]=[C:6]([CH:7]=[CH:8][CH:9]=1)[CH:10]=[CH:11][C:13]1[CH:14]=[N:15][C:16]([NH2:19])=[N:17][CH:18]=1)([O-:3])=[O:2], predict the reactants needed to synthesize it. The reactants are: [N+:1]([C:4]1[CH:9]=[CH:8][CH:7]=[C:6]([CH:10]=[CH2:11])[CH:5]=1)([O-:3])=[O:2].Br[C:13]1[CH:14]=[N:15][C:16]([NH2:19])=[N:17][CH:18]=1.CCN(CC)CC.